Dataset: NCI-60 drug combinations with 297,098 pairs across 59 cell lines. Task: Regression. Given two drug SMILES strings and cell line genomic features, predict the synergy score measuring deviation from expected non-interaction effect. (1) Drug 1: CCN(CC)CCCC(C)NC1=C2C=C(C=CC2=NC3=C1C=CC(=C3)Cl)OC. Drug 2: CC1C(C(CC(O1)OC2CC(CC3=C2C(=C4C(=C3O)C(=O)C5=C(C4=O)C(=CC=C5)OC)O)(C(=O)CO)O)N)O.Cl. Cell line: DU-145. Synergy scores: CSS=33.1, Synergy_ZIP=-6.41, Synergy_Bliss=-8.45, Synergy_Loewe=-8.37, Synergy_HSA=-6.02. (2) Drug 1: C1=C(C(=O)NC(=O)N1)N(CCCl)CCCl. Drug 2: CC(C)(C#N)C1=CC(=CC(=C1)CN2C=NC=N2)C(C)(C)C#N. Cell line: A498. Synergy scores: CSS=12.2, Synergy_ZIP=-6.94, Synergy_Bliss=-3.84, Synergy_Loewe=-3.37, Synergy_HSA=-3.63. (3) Drug 1: CC1OCC2C(O1)C(C(C(O2)OC3C4COC(=O)C4C(C5=CC6=C(C=C35)OCO6)C7=CC(=C(C(=C7)OC)O)OC)O)O. Drug 2: CCN(CC)CCCC(C)NC1=C2C=C(C=CC2=NC3=C1C=CC(=C3)Cl)OC. Cell line: RPMI-8226. Synergy scores: CSS=77.5, Synergy_ZIP=5.49, Synergy_Bliss=3.24, Synergy_Loewe=7.12, Synergy_HSA=10.5. (4) Drug 1: C1=CN(C(=O)N=C1N)C2C(C(C(O2)CO)O)O.Cl. Drug 2: C1CN(P(=O)(OC1)NCCCl)CCCl. Cell line: HCT-15. Synergy scores: CSS=22.5, Synergy_ZIP=-2.11, Synergy_Bliss=-0.120, Synergy_Loewe=-24.9, Synergy_HSA=0.618. (5) Drug 1: CC1CCC2CC(C(=CC=CC=CC(CC(C(=O)C(C(C(=CC(C(=O)CC(OC(=O)C3CCCCN3C(=O)C(=O)C1(O2)O)C(C)CC4CCC(C(C4)OC)O)C)C)O)OC)C)C)C)OC. Drug 2: CCC1=C2CN3C(=CC4=C(C3=O)COC(=O)C4(CC)O)C2=NC5=C1C=C(C=C5)O. Cell line: MALME-3M. Synergy scores: CSS=17.3, Synergy_ZIP=-5.43, Synergy_Bliss=-2.15, Synergy_Loewe=-7.67, Synergy_HSA=1.75. (6) Cell line: MOLT-4. Drug 2: CCN(CC)CCNC(=O)C1=C(NC(=C1C)C=C2C3=C(C=CC(=C3)F)NC2=O)C. Synergy scores: CSS=80.4, Synergy_ZIP=5.71, Synergy_Bliss=5.52, Synergy_Loewe=-10.3, Synergy_HSA=6.98. Drug 1: CCC1=CC2CC(C3=C(CN(C2)C1)C4=CC=CC=C4N3)(C5=C(C=C6C(=C5)C78CCN9C7C(C=CC9)(C(C(C8N6C)(C(=O)OC)O)OC(=O)C)CC)OC)C(=O)OC.C(C(C(=O)O)O)(C(=O)O)O.